Dataset: Catalyst prediction with 721,799 reactions and 888 catalyst types from USPTO. Task: Predict which catalyst facilitates the given reaction. Reactant: [CH2:1]([O:8][C:9]1[CH:27]=[CH:26][C:25]([I:28])=[CH:24][C:10]=1[CH2:11][C@@H:12]([C:21](O)=[O:22])[NH:13][C:14]([O:16][C:17]([CH3:20])([CH3:19])[CH3:18])=[O:15])[C:2]1[CH:7]=[CH:6][CH:5]=[CH:4][CH:3]=1.Cl.[CH2:30]([O:37][C:38](=[O:48])[C@H:39]([CH2:41][C:42]1[CH:47]=[CH:46][CH:45]=[CH:44][CH:43]=1)[NH2:40])[C:31]1[CH:36]=[CH:35][CH:34]=[CH:33][CH:32]=1.CN(C(ON1N=NC2C=CC=NC1=2)=[N+](C)C)C.F[P-](F)(F)(F)(F)F.C(N(C(C)C)CC)(C)C. Product: [CH2:1]([O:8][C:9]1[CH:27]=[CH:26][C:25]([I:28])=[CH:24][C:10]=1[CH2:11][C@@H:12]([C:21]([NH:40][C@H:39]([C:38]([O:37][CH2:30][C:31]1[CH:32]=[CH:33][CH:34]=[CH:35][CH:36]=1)=[O:48])[CH2:41][C:42]1[CH:47]=[CH:46][CH:45]=[CH:44][CH:43]=1)=[O:22])[NH:13][C:14]([O:16][C:17]([CH3:20])([CH3:19])[CH3:18])=[O:15])[C:2]1[CH:3]=[CH:4][CH:5]=[CH:6][CH:7]=1. The catalyst class is: 136.